From a dataset of Catalyst prediction with 721,799 reactions and 888 catalyst types from USPTO. Predict which catalyst facilitates the given reaction. (1) Reactant: [CH2:1]([O:3][C:4](=[O:33])[C:5](=O)[CH2:6][C:7]([C:9]1[CH:14]=[C:13]([Br:15])[C:12]([O:16][CH2:17][C:18]2[CH:23]=[CH:22][CH:21]=[CH:20][CH:19]=2)=[CH:11][C:10]=1[O:24][CH2:25][C:26]1[CH:31]=[CH:30][CH:29]=[CH:28][CH:27]=1)=[O:8])[CH3:2].Cl.[NH2:35]O.O. Product: [CH2:1]([O:3][C:4]([C:5]1[CH:6]=[C:7]([C:9]2[CH:14]=[C:13]([Br:15])[C:12]([O:16][CH2:17][C:18]3[CH:23]=[CH:22][CH:21]=[CH:20][CH:19]=3)=[CH:11][C:10]=2[O:24][CH2:25][C:26]2[CH:31]=[CH:30][CH:29]=[CH:28][CH:27]=2)[O:8][N:35]=1)=[O:33])[CH3:2]. The catalyst class is: 8. (2) Reactant: C([Li])CCC.[CH3:6][P:7](=[O:12])([O:10][CH3:11])[O:8][CH3:9].[CH:13]1([C:16]([CH:18]2[CH2:20][CH2:19]2)=[S:17])[CH2:15][CH2:14]1. The catalyst class is: 1. Product: [CH:13]1([C:16]([CH:18]2[CH2:20][CH2:19]2)([SH:17])[CH2:6][P:7](=[O:12])([O:10][CH3:11])[O:8][CH3:9])[CH2:15][CH2:14]1. (3) Reactant: [NH:1]1[C:9]2[C:4](=[CH:5][CH:6]=[CH:7][CH:8]=2)[CH2:3][C:2]1=[O:10].[N+:11]([O-])([OH:13])=[O:12]. Product: [N+:11]([C:6]1[CH:7]=[CH:8][C:9]2[C:4](=[CH:3][C:2](=[O:10])[N:1]=2)[CH:5]=1)([O-:13])=[O:12]. The catalyst class is: 65. (4) Reactant: [CH3:1][O:2][C:3]1[CH:4]=[C:5]([CH:11]([OH:15])[C:12]([OH:14])=[O:13])[CH:6]=[CH:7][C:8]=1[O:9][CH3:10].C(=O)([O-])[O-].[Cs+].[Cs+].[CH2:22](Br)[C:23]1[CH:28]=[CH:27][CH:26]=[CH:25][CH:24]=1. Product: [CH3:1][O:2][C:3]1[CH:4]=[C:5]([CH:11]([OH:15])[C:12]([O:14][CH2:22][C:23]2[CH:28]=[CH:27][CH:26]=[CH:25][CH:24]=2)=[O:13])[CH:6]=[CH:7][C:8]=1[O:9][CH3:10]. The catalyst class is: 18. (5) Reactant: [Br:1][C:2]1[CH:7]=[CH:6][C:5]([NH2:8])=[CH:4][C:3]=1[O:9][C:10]([F:13])([F:12])[F:11].[Cl:14]N1C(=O)CCC1=O. Product: [Br:1][C:2]1[C:3]([O:9][C:10]([F:12])([F:11])[F:13])=[CH:4][C:5]([NH2:8])=[C:6]([Cl:14])[CH:7]=1. The catalyst class is: 10. (6) Reactant: Cl.[NH:2]1[CH2:7][CH2:6][CH2:5][C@@H:4]([OH:8])[CH2:3]1.[C:9]([O:13][C:14](O[C:14]([O:13][C:9]([CH3:12])([CH3:11])[CH3:10])=[O:15])=[O:15])([CH3:12])([CH3:11])[CH3:10].C(N(CC)CC)C. Product: [C:9]([O:13][C:14]([N:2]1[CH2:7][CH2:6][CH2:5][C@@H:4]([OH:8])[CH2:3]1)=[O:15])([CH3:12])([CH3:11])[CH3:10]. The catalyst class is: 2. (7) Reactant: CN(C=O)C.[NH:6]1[CH:10]=[CH:9][N:8]=[C:7]1[C:11]1[CH:16]=[CH:15][N:14]=[CH:13][CH:12]=1.C(=O)([O-])[O-].[Na+].[Na+].[N+:23]([C:26]1[CH:27]=[C:28]([CH:31]=[CH:32][CH:33]=1)[CH2:29]Cl)([O-:25])=[O:24]. Product: [N+:23]([C:26]1[CH:27]=[C:28]([CH:31]=[CH:32][CH:33]=1)[CH2:29][N:6]1[CH:10]=[CH:9][N:8]=[C:7]1[C:11]1[CH:16]=[CH:15][N:14]=[CH:13][CH:12]=1)([O-:25])=[O:24]. The catalyst class is: 6. (8) Reactant: [CH3:1][N:2](C)[CH2:3]CCN=C=NCC.ON1C2C=CC=CC=2N=N1.CNC.[CH2:25]([O:27][C:28]1[CH:29]=[C:30]([C:37]2[S:38][CH:39]=[C:40]([CH2:42][CH2:43][C:44]([C:46]3[CH:54]=[CH:53][CH:52]=[CH:51][C:47]=3[C:48](O)=[O:49])=[O:45])[N:41]=2)[CH:31]=[CH:32][C:33]=1[O:34][CH2:35][CH3:36])[CH3:26]. Product: [CH2:25]([O:27][C:28]1[CH:29]=[C:30]([C:37]2[S:38][CH:39]=[C:40]([CH2:42][CH2:43][C:44]([C:46]3[CH:54]=[CH:53][CH:52]=[CH:51][C:47]=3[C:48]([N:2]([CH3:3])[CH3:1])=[O:49])=[O:45])[N:41]=2)[CH:31]=[CH:32][C:33]=1[O:34][CH2:35][CH3:36])[CH3:26]. The catalyst class is: 248. (9) Reactant: [Br:1][C:2]1[CH:3]=[CH:4][C:5]([F:22])=[C:6]([C@:8]([NH:15][S@@](C(C)(C)C)=O)([CH3:14])[CH2:9][C:10]2([OH:13])[CH2:12][CH2:11]2)[CH:7]=1.Cl. Product: [NH2:15][C@@:8]([C:6]1[CH:7]=[C:2]([Br:1])[CH:3]=[CH:4][C:5]=1[F:22])([CH3:14])[CH2:9][C:10]1([OH:13])[CH2:12][CH2:11]1. The catalyst class is: 2.